From a dataset of Reaction yield outcomes from USPTO patents with 853,638 reactions. Predict the reaction yield, written as a fraction of the theoretical maximum amount of product (1.0 means a 100% yield; for example, 0.34 means a 34% yield). (1) The reactants are FC(F)(F)S(O[C:7]1[C:12]2[O:13][C@H:14]3[C:23]4([O:27][CH2:26][CH2:25][O:24]4)[CH2:22][CH2:21][C@@H:20]4[C@@:15]53[CH2:16][CH2:17][N:18]([CH3:29])[C@@H:19]4[CH2:28][C:10]([C:11]=25)=[CH:9][CH:8]=1)(=O)=O.[CH3:32][N:33](C)C=O. The catalyst is C(OCC)(=O)C.C1C=CC([P]([Pd]([P](C2C=CC=CC=2)(C2C=CC=CC=2)C2C=CC=CC=2)([P](C2C=CC=CC=2)(C2C=CC=CC=2)C2C=CC=CC=2)[P](C2C=CC=CC=2)(C2C=CC=CC=2)C2C=CC=CC=2)(C2C=CC=CC=2)C2C=CC=CC=2)=CC=1.[C-]#N.[Zn+2].[C-]#N. The product is [CH3:29][N:18]1[CH2:17][CH2:16][C@@:15]23[C:11]4[C:10]5[CH2:28][C@@H:19]1[C@@H:20]2[CH2:21][CH2:22][C:23]1([C@@H:14]3[O:13][C:12]=4[C:7]([C:32]#[N:33])=[CH:8][CH:9]=5)[O:24][CH2:25][CH2:26][O:27]1. The yield is 0.630. (2) The reactants are Cl.Br[C:3]1[CH:4]=[C:5]2[C:11]([C:12]3[CH:17]=[CH:16][C:15]([O:18][CH2:19][CH2:20][CH2:21][N:22]4[CH2:27][CH2:26][CH2:25][CH2:24][CH2:23]4)=[CH:14][CH:13]=3)=[CH:10][NH:9][C:6]2=[N:7][CH:8]=1.[CH3:28][O:29][C:30]1[CH:31]=[C:32](B2OC(C)(C)C(C)(C)O2)[CH:33]=[CH:34][C:35]=1[O:36]CC1C=CC(OC)=CC=1.C(=O)([O-])[O-].[Na+].[Na+].C(=O)(O)[O-].[Na+]. The catalyst is Cl[Pd-2](Cl)(P(C1C=CC=CC=1)(C1C=CC=CC=1)C1C=CC=CC=1)P(C1C=CC=CC=1)(C1C=CC=CC=1)C1C=CC=CC=1.ClCCl.C(#N)C. The product is [CH3:28][O:29][C:30]1[CH:31]=[C:32]([C:3]2[CH:4]=[C:5]3[C:11]([C:12]4[CH:17]=[CH:16][C:15]([O:18][CH2:19][CH2:20][CH2:21][N:22]5[CH2:27][CH2:26][CH2:25][CH2:24][CH2:23]5)=[CH:14][CH:13]=4)=[CH:10][NH:9][C:6]3=[N:7][CH:8]=2)[CH:33]=[CH:34][C:35]=1[OH:36]. The yield is 0.0800. (3) The reactants are [Cl:1][C:2]1[CH:37]=[CH:36][C:5]2[C:6]3[N:23]=[C:22]([NH:24][C:25]4[CH:33]=[CH:32][C:28]([C:29]([OH:31])=[O:30])=[C:27]([O:34][CH3:35])[CH:26]=4)[N:21]=[CH:20][C:7]=3[CH2:8][N:9]=[C:10]([C:11]3[C:16]([O:17][CH3:18])=[CH:15][CH:14]=[CH:13][C:12]=3[F:19])[C:4]=2[CH:3]=1.[OH-].[Na+:39]. The catalyst is C(O)C.O. The product is [Cl:1][C:2]1[CH:37]=[CH:36][C:5]2[C:6]3[N:23]=[C:22]([NH:24][C:25]4[CH:33]=[CH:32][C:28]([C:29]([O-:31])=[O:30])=[C:27]([O:34][CH3:35])[CH:26]=4)[N:21]=[CH:20][C:7]=3[CH2:8][N:9]=[C:10]([C:11]3[C:16]([O:17][CH3:18])=[CH:15][CH:14]=[CH:13][C:12]=3[F:19])[C:4]=2[CH:3]=1.[Na+:39]. The yield is 0.868. (4) The reactants are [CH3:1][C:2]1[N:7]=[C:6]([OH:8])[CH:5]=[CH:4][CH:3]=1.[Br:9]Br. No catalyst specified. The product is [Br:9][C:5]1[C:6]([OH:8])=[N:7][C:2]([CH3:1])=[CH:3][CH:4]=1. The yield is 0.180. (5) The reactants are [CH3:1][C@@H:2]1[CH2:6][N:5]([C:7]([O:9][C:10]([CH3:13])([CH3:12])[CH3:11])=[O:8])[C@H:4]([C:14]([O:16][CH2:17][C:18]([C:20]2[CH:21]=[CH:22][C:23]3[C:32]4[CH:31]=[C:30]5[CH2:33][CH2:34][CH:35](Br)[C:36](=[O:37])[C:29]5=[CH:28][C:27]=4[O:26][CH2:25][C:24]=3[CH:39]=2)=[O:19])=[O:15])[CH2:3]1.[C:40]([O:44][C:45]([N:47]1[CH2:51][C@@H:50]([CH2:52][O:53][CH3:54])[CH2:49][C@H:48]1[C:55]([OH:57])=[O:56])=[O:46])([CH3:43])([CH3:42])[CH3:41].C([O-])([O-])=O.[Cs+].[Cs+]. The catalyst is C(Cl)Cl. The product is [CH3:1][C@@H:2]1[CH2:6][N:5]([C:7]([O:9][C:10]([CH3:13])([CH3:12])[CH3:11])=[O:8])[C@H:4]([C:14]([O:16][CH2:17][C:18]([C:20]2[CH:21]=[CH:22][C:23]3[C:32]4[CH:31]=[C:30]5[CH2:33][CH2:34][CH:35]([O:57][C:55]([C@@H:48]6[CH2:49][C@H:50]([CH2:52][O:53][CH3:54])[CH2:51][N:47]6[C:45]([O:44][C:40]([CH3:43])([CH3:42])[CH3:41])=[O:46])=[O:56])[C:36](=[O:37])[C:29]5=[CH:28][C:27]=4[O:26][CH2:25][C:24]=3[CH:39]=2)=[O:19])=[O:15])[CH2:3]1. The yield is 0.710.